From a dataset of Catalyst prediction with 721,799 reactions and 888 catalyst types from USPTO. Predict which catalyst facilitates the given reaction. (1) The catalyst class is: 1. Product: [O:26]=[C:25]1[CH:24]([O:20][N:19]=[C:16]2[CH2:17][CH2:18][C:12]3([O:11][N:10]=[C:9]([C:8]#[C:7][C:1]4[CH:6]=[CH:5][CH:4]=[CH:3][CH:2]=4)[CH2:13]3)[CH2:14][CH2:15]2)[CH2:29][CH2:28][O:27]1. Reactant: [C:1]1([C:7]#[C:8][C:9]2[CH2:13][C:12]3([CH2:18][CH2:17][C:16](=[N:19][OH:20])[CH2:15][CH2:14]3)[O:11][N:10]=2)[CH:6]=[CH:5][CH:4]=[CH:3][CH:2]=1.[H-].[Na+].Br[CH:24]1[CH2:29][CH2:28][O:27][C:25]1=[O:26]. (2) Reactant: Br[C:2]1[CH:3]=[C:4](Br)[C:5]2[S:9][C:8]([NH:10][C:11]([NH:13][CH2:14][CH3:15])=[O:12])=[N:7][C:6]=2[CH:16]=1.[N:18]1[CH:23]=[CH:22][CH:21]=[C:20](B(O)O)[CH:19]=1.[O-]P([O-])([O-])=O.[K+].[K+].[K+].C(Cl)Cl. Product: [N:18]1[CH:23]=[CH:22][CH:21]=[C:20]([C:2]2[CH:3]=[C:4]([C:20]3[CH:19]=[N:18][CH:23]=[CH:22][CH:21]=3)[C:5]3[S:9][C:8]([NH:10][C:11]([NH:13][CH2:14][CH3:15])=[O:12])=[N:7][C:6]=3[CH:16]=2)[CH:19]=1. The catalyst class is: 18. (3) Reactant: C([O:3][C:4](=O)[CH2:5][C:6]1([OH:19])[CH2:11][CH2:10][N:9]([C:12]([O:14][C:15]([CH3:18])([CH3:17])[CH3:16])=[O:13])[CH2:8][CH2:7]1)C.[H-].[Al+3].[Li+].[H-].[H-].[H-].[OH-].[Na+].CC(OI1(OC(C)=O)(OC(C)=O)OC(=O)C2C=CC=CC1=2)=O. Product: [OH:19][C:6]1([CH2:5][CH2:4][OH:3])[CH2:11][CH2:10][N:9]([C:12]([O:14][C:15]([CH3:16])([CH3:17])[CH3:18])=[O:13])[CH2:8][CH2:7]1. The catalyst class is: 299. (4) Reactant: [NH2:1][C:2]1[C:7]([CH3:8])=[C:6]([Br:9])[CH:5]=[CH:4][C:3]=1[OH:10].C1N=CN([C:16](N2C=NC=C2)=[O:17])C=1.C(OCC)(=O)C. Product: [Br:9][C:6]1[CH:5]=[CH:4][C:3]2[O:10][C:16](=[O:17])[NH:1][C:2]=2[C:7]=1[CH3:8]. The catalyst class is: 20. (5) Reactant: Cl[C:2]1[C:11]2[C:6](=[C:7]([C:12]3[CH:17]=[CH:16][CH:15]=[CH:14][CH:13]=3)[CH:8]=[CH:9][CH:10]=2)[CH:5]=[CH:4][N:3]=1.[N:18]1([C:23]2[CH:24]=[C:25]([CH:27]=[CH:28][CH:29]=2)[NH2:26])[CH:22]=[CH:21][N:20]=[CH:19]1.C(=O)([O-])[O-].[K+].[K+]. Product: [N:18]1([C:23]2[CH:24]=[C:25]([NH:26][C:2]3[C:11]4[C:6](=[C:7]([C:12]5[CH:17]=[CH:16][CH:15]=[CH:14][CH:13]=5)[CH:8]=[CH:9][CH:10]=4)[CH:5]=[CH:4][N:3]=3)[CH:27]=[CH:28][CH:29]=2)[CH:22]=[CH:21][N:20]=[CH:19]1. The catalyst class is: 13.